This data is from Full USPTO retrosynthesis dataset with 1.9M reactions from patents (1976-2016). The task is: Predict the reactants needed to synthesize the given product. (1) Given the product [Br:17][C:18]1[CH:23]=[CH:22][C:21]([CH2:24][N:7]2[CH2:6][CH2:5][N:4]([C:8]([O:10][C:11]([CH3:14])([CH3:13])[CH3:12])=[O:9])[CH2:3][C:2]2=[O:1])=[CH:20][CH:19]=1, predict the reactants needed to synthesize it. The reactants are: [O:1]=[C:2]1[NH:7][CH2:6][CH2:5][N:4]([C:8]([O:10][C:11]([CH3:14])([CH3:13])[CH3:12])=[O:9])[CH2:3]1.[H-].[Na+].[Br:17][C:18]1[CH:23]=[CH:22][C:21]([CH2:24]Br)=[CH:20][CH:19]=1. (2) Given the product [Cl:21][C:22]1[CH:27]=[CH:26][C:25]([C:28]2[CH:29]=[C:30]([C:33]([NH:17][C:14]3[CH:15]=[CH:16][C:11]([O:10][CH2:9][CH2:8][NH:7][C:6](=[O:20])[O:5][C:1]([CH3:4])([CH3:3])[CH3:2])=[C:12]([O:18][CH3:19])[CH:13]=3)=[O:34])[NH:31][CH:32]=2)=[CH:24][CH:23]=1, predict the reactants needed to synthesize it. The reactants are: [C:1]([O:5][C:6](=[O:20])[NH:7][CH2:8][CH2:9][O:10][C:11]1[CH:16]=[CH:15][C:14]([NH2:17])=[CH:13][C:12]=1[O:18][CH3:19])([CH3:4])([CH3:3])[CH3:2].[Cl:21][C:22]1[CH:27]=[CH:26][C:25]([C:28]2[CH:29]=[C:30]([C:33](O)=[O:34])[NH:31][CH:32]=2)=[CH:24][CH:23]=1. (3) The reactants are: [NH:1]1[CH:5]=[N:4][CH:3]=[N:2]1.Br[C:7]1[CH:12]=[CH:11][C:10]([S:13]([CH:16]2[CH2:21][CH2:20][N:19]([CH2:22][CH2:23][C:24]3[CH:29]=[CH:28][C:27]([F:30])=[CH:26][C:25]=3[F:31])[CH2:18][CH2:17]2)(=[O:15])=[O:14])=[CH:9][CH:8]=1.[H-].[Na+].O.C(Cl)Cl. Given the product [F:31][C:25]1[CH:26]=[C:27]([F:30])[CH:28]=[CH:29][C:24]=1[CH2:23][CH2:22][N:19]1[CH2:18][CH2:17][CH:16]([S:13]([C:10]2[CH:11]=[CH:12][C:7]([N:1]3[CH:5]=[N:4][CH:3]=[N:2]3)=[CH:8][CH:9]=2)(=[O:15])=[O:14])[CH2:21][CH2:20]1, predict the reactants needed to synthesize it. (4) The reactants are: [C:1]([O:5][C:6](=[O:16])[NH:7][CH2:8][CH2:9][CH:10]1[CH2:15][CH2:14][NH:13][CH2:12][CH2:11]1)([CH3:4])([CH3:3])[CH3:2].C(=O)(O)[O-].[Na+].[C:22](Cl)(=[O:33])[O:23][CH2:24][C:25]1[CH:30]=[C:29]([Cl:31])[CH:28]=[C:27]([Cl:32])[CH:26]=1.[OH-].[Na+]. Given the product [C:1]([O:5][C:6]([NH:7][CH2:8][CH2:9][CH:10]1[CH2:11][CH2:12][N:13]([C:22]([O:23][CH2:24][C:25]2[CH:26]=[C:27]([Cl:32])[CH:28]=[C:29]([Cl:31])[CH:30]=2)=[O:33])[CH2:14][CH2:15]1)=[O:16])([CH3:4])([CH3:2])[CH3:3], predict the reactants needed to synthesize it. (5) Given the product [Br:11][C:12]1[CH:13]=[CH:14][C:15]2[N:16]([CH:18]=[C:19]([C:21]([NH:10][CH2:9][C:6]3[CH:7]=[CH:8][C:3]([O:2][CH3:1])=[CH:4][CH:5]=3)=[O:22])[N:20]=2)[CH:17]=1, predict the reactants needed to synthesize it. The reactants are: [CH3:1][O:2][C:3]1[CH:8]=[CH:7][C:6]([CH2:9][NH2:10])=[CH:5][CH:4]=1.[Br:11][C:12]1[CH:13]=[CH:14][C:15]2[N:16]([CH:18]=[C:19]([C:21](OCC)=[O:22])[N:20]=2)[CH:17]=1. (6) Given the product [CH2:18]([C:17]1([CH3:16])[NH:1][C:2]2[CH:6]=[C:5]([C:7]3[CH:8]=[CH:9][N:10]=[CH:11][CH:12]=3)[S:4][C:3]=2[C:13](=[O:14])[NH:15]1)[CH2:19][CH2:20][CH3:21], predict the reactants needed to synthesize it. The reactants are: [NH2:1][C:2]1[CH:6]=[C:5]([C:7]2[CH:12]=[CH:11][N:10]=[CH:9][CH:8]=2)[S:4][C:3]=1[C:13]([NH2:15])=[O:14].[CH3:16][C:17](=O)[CH2:18][CH2:19][CH2:20][CH3:21].O.C1(C)C=CC(S(O)(=O)=O)=CC=1.C(=O)([O-])O.[Na+]. (7) Given the product [F:12][C:7]1[CH:8]=[C:9]2[C:4](=[CH:5][CH:6]=1)[N:3]=[C:2]([N:13]1[CH2:19][CH2:18][CH2:17][NH:16][CH2:15][CH2:14]1)[CH:11]=[CH:10]2, predict the reactants needed to synthesize it. The reactants are: Cl[C:2]1[CH:11]=[CH:10][C:9]2[C:4](=[CH:5][CH:6]=[C:7]([F:12])[CH:8]=2)[N:3]=1.[NH:13]1[CH2:19][CH2:18][CH2:17][NH:16][CH2:15][CH2:14]1. (8) The reactants are: O.[ClH:2].[CH3:3][N:4]([CH2:6][CH2:7][CH2:8][CH2:9][CH2:10][CH2:11][CH2:12][CH2:13][CH2:14][CH2:15][CH2:16][CH2:17][CH2:18][CH2:19][CH2:20][CH2:21][CH2:22][CH3:23])[CH3:5]. Given the product [ClH:2].[CH3:5][N:4]([CH2:6][CH2:7][CH2:8][CH2:9][CH2:10][CH2:11][CH2:12][CH2:13][CH2:14][CH2:15][CH2:16][CH2:17][CH2:18][CH2:19][CH2:20][CH2:21][CH2:22][CH3:23])[CH3:3], predict the reactants needed to synthesize it. (9) Given the product [F:65][C:59]1[C:60]([F:64])=[CH:61][CH:62]=[CH:63][C:58]=1[CH2:57][S:56][C:54]1[N:55]=[C:50]([NH:8][S:5]([N:1]2[CH2:4][CH2:3][CH2:2]2)(=[O:7])=[O:6])[CH:51]=[C:52]([O:72][C@@H:77]2[CH2:14][CH2:9][CH2:10][C@H:76]2[OH:75])[N:53]=1, predict the reactants needed to synthesize it. The reactants are: [N:1]1([S:5]([NH2:8])(=[O:7])=[O:6])[CH2:4][CH2:3][CH2:2]1.[CH:9]1(P(C2CCCCC2)C2C=CC=CC=2C2C(C(C)C)=CC(C(C)C)=CC=2C(C)C)[CH2:14]CCC[CH2:10]1.C(=O)([O-])[O-].[Cs+].[Cs+].Cl[C:50]1[N:55]=[C:54]([S:56][CH2:57][C:58]2[CH:63]=[CH:62][CH:61]=[C:60]([F:64])[C:59]=2[F:65])[N:53]=[C:52]([C@@H]2CCC[C@H]2O)[CH:51]=1.[O:72]1[CH2:77][CH2:76][O:75]CC1. (10) Given the product [OH:22][CH2:23][CH2:24][N:25]1[C:33]2[C:28](=[CH:29][C:30]([C:34]([NH:1][C:2]3[CH:3]=[C:4]4[C:8](=[CH:9][CH:10]=3)[N:7]([C:11]3[CH:12]=[CH:13][C:14]([C:15]([O:17][CH2:18][CH3:19])=[O:16])=[CH:20][CH:21]=3)[N:6]=[CH:5]4)=[O:35])=[CH:31][CH:32]=2)[CH:27]=[CH:26]1, predict the reactants needed to synthesize it. The reactants are: [NH2:1][C:2]1[CH:3]=[C:4]2[C:8](=[CH:9][CH:10]=1)[N:7]([C:11]1[CH:21]=[CH:20][C:14]([C:15]([O:17][CH2:18][CH3:19])=[O:16])=[CH:13][CH:12]=1)[N:6]=[CH:5]2.[OH:22][CH2:23][CH2:24][N:25]1[C:33]2[C:28](=[CH:29][C:30]([C:34](O)=[O:35])=[CH:31][CH:32]=2)[CH:27]=[CH:26]1.